The task is: Predict the product of the given reaction.. This data is from Forward reaction prediction with 1.9M reactions from USPTO patents (1976-2016). Given the reactants NCC(O)=O.[CH:6]1([NH:12][C:13]([C:15]2[C:20]([OH:21])=[CH:19][C:18](=[O:22])[N:17]([CH:23]3[CH2:28][CH2:27][CH2:26][CH2:25][CH2:24]3)[CH:16]=2)=[O:14])[CH2:11][CH2:10][CH2:9][CH2:8][CH2:7]1.[O:29]=[C:30]=[N:31][CH2:32][C:33]([O:35]CC)=[O:34].CCN(C(C)C)C(C)C, predict the reaction product. The product is: [CH:23]1([N:17]2[CH:16]=[C:15]([C:13]([NH:12][CH:6]3[CH2:7][CH2:8][CH2:9][CH2:10][CH2:11]3)=[O:14])[C:20]([OH:21])=[C:19]([C:30]([NH:31][CH2:32][C:33]([OH:35])=[O:34])=[O:29])[C:18]2=[O:22])[CH2:28][CH2:27][CH2:26][CH2:25][CH2:24]1.